Dataset: Reaction yield outcomes from USPTO patents with 853,638 reactions. Task: Predict the reaction yield, written as a fraction of the theoretical maximum amount of product (1.0 means a 100% yield; for example, 0.34 means a 34% yield). (1) The reactants are CN(C)[CH:3]=[O:4].P(Cl)(Cl)(Cl)=O.[CH2:11]([O:13][C:14]([C:16]1[C:20]([C:21]2[CH:26]=[CH:25][C:24]([F:27])=[CH:23][CH:22]=2)=[CH:19][NH:18][C:17]=1[CH2:28][CH2:29][NH:30][C:31]([O:33][C:34]([CH3:37])([CH3:36])[CH3:35])=[O:32])=[O:15])[CH3:12].[OH-].[Na+]. The catalyst is ClCCl.O. The product is [CH2:11]([O:13][C:14]([C:16]1[C:20]([C:21]2[CH:26]=[CH:25][C:24]([F:27])=[CH:23][CH:22]=2)=[C:19]([CH:3]=[O:4])[NH:18][C:17]=1[CH2:28][CH2:29][NH:30][C:31]([O:33][C:34]([CH3:36])([CH3:35])[CH3:37])=[O:32])=[O:15])[CH3:12]. The yield is 0.844. (2) The reactants are [C:1]([C:4]1[CH:13]=[CH:12][C:7]2[NH:8][C:9](=O)[NH:10][C:6]=2[CH:5]=1)(=[O:3])[CH3:2].[CH3:14]I.[C:16](=[O:19])([O-])[O-].[Cs+].[Cs+]. The catalyst is CN(C=O)C. The product is [C:1]([C:4]1[CH:13]=[CH:12][C:7]2[N:8]([CH3:14])[C:16](=[O:19])[N:10]([CH3:9])[C:6]=2[CH:5]=1)(=[O:3])[CH3:2]. The yield is 0.820. (3) The reactants are C[O:2][C:3]([C:5]1[C:10]([O:11][CH2:12][C:13]2[CH:18]=[CH:17][C:16]([O:19][CH3:20])=[CH:15][CH:14]=2)=[C:9]([O:21][CH2:22][C:23]2[CH:28]=[CH:27][C:26]([O:29][CH3:30])=[CH:25][CH:24]=2)[N:8]=[C:7]([C:31]2[CH:36]=[CH:35][C:34]([CH3:37])=[CH:33][CH:32]=2)[N:6]=1)=[O:4].[OH-].[Na+]. The catalyst is C1COCC1.O. The product is [CH3:20][O:19][C:16]1[CH:15]=[CH:14][C:13]([CH2:12][O:11][C:10]2[C:5]([C:3]([OH:4])=[O:2])=[N:6][C:7]([C:31]3[CH:36]=[CH:35][C:34]([CH3:37])=[CH:33][CH:32]=3)=[N:8][C:9]=2[O:21][CH2:22][C:23]2[CH:28]=[CH:27][C:26]([O:29][CH3:30])=[CH:25][CH:24]=2)=[CH:18][CH:17]=1. The yield is 0.640. (4) The product is [Cl:8][C:5]1[N:6]=[CH:7][C:2]([C:27]2[CH:26]=[N:25][C:24]([NH2:38])=[C:23]([O:22][C@@H:20]([C:13]3[C:14]([Cl:19])=[CH:15][CH:16]=[C:17]([F:18])[C:12]=3[Cl:11])[CH3:21])[CH:28]=2)=[CH:3][C:4]=1[O:9][CH3:10]. The yield is 0.570. The catalyst is O1CCOCC1.C1C=CC([P]([Pd]([P](C2C=CC=CC=2)(C2C=CC=CC=2)C2C=CC=CC=2)([P](C2C=CC=CC=2)(C2C=CC=CC=2)C2C=CC=CC=2)[P](C2C=CC=CC=2)(C2C=CC=CC=2)C2C=CC=CC=2)(C2C=CC=CC=2)C2C=CC=CC=2)=CC=1. The reactants are Br[C:2]1[CH:3]=[C:4]([O:9][CH3:10])[C:5]([Cl:8])=[N:6][CH:7]=1.[Cl:11][C:12]1[C:17]([F:18])=[CH:16][CH:15]=[C:14]([Cl:19])[C:13]=1[C@H:20]([O:22][C:23]1[C:24]([NH2:38])=[N:25][CH:26]=[C:27](B2OC(C)(C)C(C)(C)O2)[CH:28]=1)[CH3:21].C([O-])([O-])=O.[Cs+].[Cs+]. (5) The reactants are [Cl:1][C:2]1[CH:3]=[C:4]([C:14]2([OH:21])[CH2:17][CH:16]([C:18](O)=[O:19])[CH2:15]2)[CH:5]=[CH:6][C:7]=1[CH2:8][N:9]1[CH2:13][CH2:12][CH2:11][CH2:10]1.Cl.[CH:23]1([CH2:26][NH:27][CH3:28])[CH2:25][CH2:24]1.C(P1(=O)OP(CCC)(=O)OP(CCC)(=O)O1)CC.[OH-].[Na+]. The catalyst is CCOC(C)=O. The product is [CH:23]1([CH2:26][N:27]([CH3:28])[C:18]([CH:16]2[CH2:17][C:14]([C:4]3[CH:5]=[CH:6][C:7]([CH2:8][N:9]4[CH2:10][CH2:11][CH2:12][CH2:13]4)=[C:2]([Cl:1])[CH:3]=3)([OH:21])[CH2:15]2)=[O:19])[CH2:25][CH2:24]1. The yield is 0.290. (6) The reactants are [Cl:1][C:2]1[C:3]([CH3:31])=[C:4]([NH:15][C:16](=[O:30])[C:17]2[CH:22]=[C:21]([N:23]3[CH2:28][CH2:27][O:26][CH2:25][CH2:24]3)[CH:20]=[C:19]([F:29])[CH:18]=2)[S:5][C:6]=1[C:7]([N:9]1[CH2:14][CH2:13][O:12][CH2:11][CH2:10]1)=O.COC1C=CC(P2(SP(C3C=CC(OC)=CC=3)(=S)S2)=[S:41])=CC=1. The catalyst is C1COCC1. The product is [Cl:1][C:2]1[C:3]([CH3:31])=[C:4]([NH:15][C:16](=[O:30])[C:17]2[CH:22]=[C:21]([N:23]3[CH2:28][CH2:27][O:26][CH2:25][CH2:24]3)[CH:20]=[C:19]([F:29])[CH:18]=2)[S:5][C:6]=1[C:7]([N:9]1[CH2:14][CH2:13][O:12][CH2:11][CH2:10]1)=[S:41]. The yield is 0.800. (7) The product is [O:24]=[C:23]1[N:14]([CH2:13][C:7]2[CH:8]=[CH:9][CH:10]=[CH:11][CH:12]=2)[C@@H:15]([C:18]([OH:20])=[O:19])[CH2:16][O:17][CH2:22]1. The yield is 0.620. The catalyst is O.C1COCC1. The reactants are C([O-])([O-])=O.[K+].[K+].[C:7]1([CH2:13][NH:14][C@@H:15]([C:18]([OH:20])=[O:19])[CH2:16][OH:17])[CH:12]=[CH:11][CH:10]=[CH:9][CH:8]=1.Cl[CH2:22][C:23](Cl)=[O:24].[OH-].[Na+].